Task: Predict the reaction yield, written as a fraction of the theoretical maximum amount of product (1.0 means a 100% yield; for example, 0.34 means a 34% yield).. Dataset: Reaction yield outcomes from USPTO patents with 853,638 reactions (1) The reactants are [NH:1]([C:16]([O:18][C:19]([CH3:22])([CH3:21])[CH3:20])=[O:17])[C@@H:2]([C:13]([OH:15])=O)[CH2:3][C:4]1[C:12]2[C:7](=[CH:8][CH:9]=[CH:10][CH:11]=2)[NH:6][CH:5]=1.[NH2:23][C@H:24]([C:40]([O:42][C:43]([CH3:46])([CH3:45])[CH3:44])=[O:41])[CH2:25][CH2:26][CH2:27][CH2:28][NH:29][C:30]([O:32][CH2:33][C:34]1[CH:39]=[CH:38][CH:37]=[CH:36][CH:35]=1)=[O:31].Cl.OC1C2N=NNC=2C=CC=1.Cl.CNC(N=C=NCC)CCNC. The catalyst is CN(C)C1C=CN=CC=1.C(Cl)Cl. The product is [NH:1]([C:16]([O:18][C:19]([CH3:22])([CH3:21])[CH3:20])=[O:17])[C@@H:2]([C:13]([NH:23][C@H:24]([C:40]([O:42][C:43]([CH3:46])([CH3:45])[CH3:44])=[O:41])[CH2:25][CH2:26][CH2:27][CH2:28][NH:29][C:30]([O:32][CH2:33][C:34]1[CH:35]=[CH:36][CH:37]=[CH:38][CH:39]=1)=[O:31])=[O:15])[CH2:3][C:4]1[C:12]2[C:7](=[CH:8][CH:9]=[CH:10][CH:11]=2)[NH:6][CH:5]=1. The yield is 0.940. (2) The reactants are C(OC([N:8]1[CH2:13][CH2:12][CH:11]([N:14]2[C:18]3[CH:19]=[CH:20][C:21]([CH3:23])=[CH:22][C:17]=3[N:16]=[C:15]2[C:24](=[O:26])[CH3:25])[CH2:10][CH2:9]1)=O)(C)(C)C. The catalyst is FC(F)(F)C(O)=O.C(Cl)Cl. The product is [CH3:23][C:21]1[CH:20]=[CH:19][C:18]2[N:14]([CH:11]3[CH2:10][CH2:9][NH:8][CH2:13][CH2:12]3)[C:15]([C:24](=[O:26])[CH3:25])=[N:16][C:17]=2[CH:22]=1. The yield is 1.00. (3) The reactants are [F:1][C:2]1[CH:22]=[C:21](C2C=NC(OC)=CC=2)[CH:20]=[CH:19][C:3]=1[O:4][C:5]1[C:14]2[C:9](=[CH:10][C:11]([O:17][CH3:18])=[C:12]([O:15][CH3:16])[CH:13]=2)[N:8]=[CH:7][CH:6]=1.B(O)(O)[C:32]1[CH:36]=[N:35][N:34]([CH2:37][C:38]2[CH:43]=[CH:42][CH:41]=[CH:40][CH:39]=2)[CH:33]=1. No catalyst specified. The product is [N:34]1([CH2:37][C:38]2[CH:43]=[CH:42][C:41]([C:21]3[CH:20]=[CH:19][C:3]([O:4][C:5]4[C:14]5[C:9](=[CH:10][C:11]([O:17][CH3:18])=[C:12]([O:15][CH3:16])[CH:13]=5)[N:8]=[CH:7][CH:6]=4)=[C:2]([F:1])[CH:22]=3)=[CH:40][CH:39]=2)[CH:33]=[CH:32][CH:36]=[N:35]1. The yield is 0.550. (4) The reactants are [NH2:1][C:2]1[C:7]([O:8][CH3:9])=[CH:6][CH:5]=[CH:4][C:3]=1[C:10]([C:12]1[CH:17]=[CH:16][CH:15]=[CH:14][CH:13]=1)=O.[OH:18][C:19]1[CH:24]=[CH:23][C:22]([C:25](=O)[CH3:26])=[CH:21][CH:20]=1.C(O)(=O)CC(CC(O)=O)(C(O)=O)O. The catalyst is C(OCC)(=O)C. The product is [CH3:9][O:8][C:7]1[CH:6]=[CH:5][CH:4]=[C:3]2[C:2]=1[N:1]=[C:25]([C:22]1[CH:23]=[CH:24][C:19]([OH:18])=[CH:20][CH:21]=1)[CH:26]=[C:10]2[C:12]1[CH:17]=[CH:16][CH:15]=[CH:14][CH:13]=1. The yield is 0.480. (5) The reactants are [CH3:1][C:2]([CH3:32])([CH3:31])[C:3](=[O:30])[CH2:4][O:5][C:6]1[CH:11]=[CH:10][C:9]([C:12]([C:17]2[S:21][C:20]3[CH:22]=[CH:23][C:24]([C:26](O)=[O:27])=[CH:25][C:19]=3[CH:18]=2)([CH2:15][CH3:16])[CH2:13][CH3:14])=[CH:8][C:7]=1[CH3:29].C(Cl)CCl.Cl.C[O:39][C:40](=[O:43])[CH2:41][NH2:42]. The catalyst is CN(C1C=CN=CC=1)C. The product is [CH3:32][C:2]([CH3:1])([CH3:31])[C:3](=[O:30])[CH2:4][O:5][C:6]1[CH:11]=[CH:10][C:9]([C:12]([C:17]2[S:21][C:20]3[CH:22]=[CH:23][C:24]([C:26]([NH:42][CH2:41][C:40]([OH:39])=[O:43])=[O:27])=[CH:25][C:19]=3[CH:18]=2)([CH2:15][CH3:16])[CH2:13][CH3:14])=[CH:8][C:7]=1[CH3:29]. The yield is 0.700. (6) The reactants are [CH:1]([N:4]1[C:12]2[CH:11]=[C:10]([NH:13][C:14]3[CH:19]=[CH:18][N:17]=[C:16]([C:20]#[C:21][C:22]([O:25][CH3:26])([CH3:24])[CH3:23])[N:15]=3)[N:9]=[CH:8][C:7]=2[N:6]=[C:5]1[CH3:27])([CH3:3])[CH3:2].[H][H]. The catalyst is CCO.[Pd]. The product is [CH:1]([N:4]1[C:12]2[CH:11]=[C:10]([NH:13][C:14]3[CH:19]=[CH:18][N:17]=[C:16]([CH2:20][CH2:21][C:22]([O:25][CH3:26])([CH3:23])[CH3:24])[N:15]=3)[N:9]=[CH:8][C:7]=2[N:6]=[C:5]1[CH3:27])([CH3:3])[CH3:2]. The yield is 0.370. (7) The reactants are [F:1][C:2]1[CH:47]=[CH:46][C:5]([C:6]([NH:8][C@:9]([C:35]2[CH:40]=[CH:39][C:38]([F:41])=[C:37]([O:42][CH:43]([CH3:45])[CH3:44])[CH:36]=2)([C:21]2[CH:26]=[C:25]([O:27][C:28]([F:33])([F:32])[CH:29]([F:31])[F:30])[CH:24]=[C:23]([F:34])[CH:22]=2)[CH2:10][C:11]2[CH:20]=[CH:19][C:14]([C:15](OC)=[O:16])=[CH:13][CH:12]=2)=[O:7])=[CH:4][C:3]=1[C:48]([F:51])([F:50])[F:49].C([BH-](CC)CC)C.[Li+]. The catalyst is C1COCC1. The product is [F:1][C:2]1[CH:47]=[CH:46][C:5]([C:6]([NH:8][C@:9]([C:35]2[CH:40]=[CH:39][C:38]([F:41])=[C:37]([O:42][CH:43]([CH3:45])[CH3:44])[CH:36]=2)([C:21]2[CH:26]=[C:25]([O:27][C:28]([F:32])([F:33])[CH:29]([F:30])[F:31])[CH:24]=[C:23]([F:34])[CH:22]=2)[CH2:10][C:11]2[CH:20]=[CH:19][C:14]([CH2:15][OH:16])=[CH:13][CH:12]=2)=[O:7])=[CH:4][C:3]=1[C:48]([F:51])([F:50])[F:49]. The yield is 0.780. (8) The reactants are [CH2:1]([C:3]1[O:4][C:5]([C:20]2[CH:25]=[CH:24][C:23]([C:26]([F:29])([F:28])[F:27])=[CH:22][CH:21]=2)=[CH:6][C:7]=1[CH:8]([O:10][C:11]1[CH:19]=[CH:18][C:14]([C:15](O)=[O:16])=[CH:13][CH:12]=1)[CH3:9])[CH3:2].[CH3:30][NH:31][CH2:32][CH2:33][C:34]([O:36]CC)=[O:35]. No catalyst specified. The product is [CH2:1]([C:3]1[O:4][C:5]([C:20]2[CH:21]=[CH:22][C:23]([C:26]([F:28])([F:29])[F:27])=[CH:24][CH:25]=2)=[CH:6][C:7]=1[CH:8]([O:10][C:11]1[CH:19]=[CH:18][C:14]([C:15]([N:31]([CH3:30])[CH2:32][CH2:33][C:34]([OH:36])=[O:35])=[O:16])=[CH:13][CH:12]=1)[CH3:9])[CH3:2]. The yield is 0.990. (9) The reactants are [N+:1]([C:4]1[S:8][C:7]([C:9]([O:11][CH3:12])=[O:10])=[C:6]([O:13][C@@H:14]([C:16]2[CH:21]=[CH:20][CH:19]=[CH:18][C:17]=2[C:22]([F:25])([F:24])[F:23])[CH3:15])[CH:5]=1)([O-])=O. The catalyst is C(O)(=O)C.C(Cl)Cl.[Fe].[Fe].C(O)(=O)C. The product is [NH2:1][C:4]1[S:8][C:7]([C:9]([O:11][CH3:12])=[O:10])=[C:6]([O:13][C@@H:14]([C:16]2[CH:21]=[CH:20][CH:19]=[CH:18][C:17]=2[C:22]([F:25])([F:23])[F:24])[CH3:15])[CH:5]=1. The yield is 0.920.